Dataset: Full USPTO retrosynthesis dataset with 1.9M reactions from patents (1976-2016). Task: Predict the reactants needed to synthesize the given product. (1) The reactants are: C([O:4][CH2:5][C@@:6]1([CH3:18])[O:11][C:10]2=[N:12][C:13]([N+:15]([O-:17])=[O:16])=[CH:14][N:9]2[CH2:8][CH2:7]1)(=O)C.C([O-])([O-])=O.[K+].[K+]. Given the product [CH3:18][C@:6]1([CH2:5][OH:4])[O:11][C:10]2=[N:12][C:13]([N+:15]([O-:17])=[O:16])=[CH:14][N:9]2[CH2:8][CH2:7]1, predict the reactants needed to synthesize it. (2) Given the product [CH2:1]([O:8][N:9]1[CH2:15][CH:14]=[CH:13][CH2:12][C@@H:11]([NH:16][S:17]([C:20]2[S:21][C:22]([C:32]3[CH:33]=[CH:34][C:29]([O:28][CH3:27])=[CH:30][CH:31]=3)=[CH:23][CH:24]=2)(=[O:19])=[O:18])[C:10]1=[O:26])[C:2]1[CH:7]=[CH:6][CH:5]=[CH:4][CH:3]=1, predict the reactants needed to synthesize it. The reactants are: [CH2:1]([O:8][N:9]1[CH2:15][CH:14]=[CH:13][CH2:12][C@@H:11]([NH:16][S:17]([C:20]2[S:21][C:22](Br)=[CH:23][CH:24]=2)(=[O:19])=[O:18])[C:10]1=[O:26])[C:2]1[CH:7]=[CH:6][CH:5]=[CH:4][CH:3]=1.[CH3:27][O:28][C:29]1[CH:34]=[CH:33][C:32](B(O)O)=[CH:31][CH:30]=1.C(=O)([O-])[O-].[K+].[K+]. (3) Given the product [CH2:4]1[CH2:28][O:27][C:6]2([CH2:23][CH2:22][C:21]3[C@@:8]([OH:24])([CH2:9][C@@H:10]([CH3:26])[C@@H:11]4[C:20]=3[C@@H:19]([CH3:1])[CH2:18][C@@:16]3([CH3:17])[C@H:12]4[CH2:13][CH2:14][C@@H:15]3[OH:25])[CH2:7]2)[O:5]1, predict the reactants needed to synthesize it. The reactants are: [CH3:1][Mg]Br.[CH2:4]1[CH2:28][O:27][C:6]2([CH2:23][CH2:22][C@:21]34[O:24][C@:8]3([CH2:9][C@@H:10]([CH3:26])[C@@H:11]3[C:20]4=[CH:19][CH2:18][C@@:16]4([CH3:17])[C@H:12]3[CH2:13][CH2:14][C@@H:15]4[OH:25])[CH2:7]2)[O:5]1. (4) Given the product [S:43]1[CH:44]=[C:40]([CH2:39][N:29]([C@@H:30]([CH3:38])[CH:31]([O:32][CH2:33][CH3:34])[O:35][CH2:36][CH3:37])[C:27](=[O:28])[C@@H:14]([NH:13][C:10](=[O:12])[CH2:9][N:7]([CH3:8])[NH:6][C:4](=[O:5])[NH:3][CH2:1][CH3:2])[CH2:15][CH2:16][CH2:17][CH2:18][NH:19][C:20](=[O:26])[O:21][C:22]([CH3:24])([CH3:23])[CH3:25])[C:41]2[CH:48]=[CH:47][CH:46]=[CH:45][C:42]1=2, predict the reactants needed to synthesize it. The reactants are: [CH2:1]([NH:3][C:4]([NH:6][N:7]([CH2:9][C:10]([OH:12])=O)[CH3:8])=[O:5])[CH3:2].[NH2:13][C@H:14]([C:27]([N:29]([CH2:39][C:40]1[C:41]2[CH:48]=[CH:47][CH:46]=[CH:45][C:42]=2[S:43][CH:44]=1)[C@@H:30]([CH3:38])[CH:31]([O:35][CH2:36][CH3:37])[O:32][CH2:33][CH3:34])=[O:28])[CH2:15][CH2:16][CH2:17][CH2:18][NH:19][C:20](=[O:26])[O:21][C:22]([CH3:25])([CH3:24])[CH3:23]. (5) Given the product [CH3:19][O:1][CH2:2][CH2:3][C:4]1[CH:5]=[C:6]([C:14]([O:16][CH3:17])=[O:15])[C:7]2[C:12]([CH:13]=1)=[CH:11][CH:10]=[CH:9][CH:8]=2, predict the reactants needed to synthesize it. The reactants are: [OH:1][CH2:2][CH2:3][C:4]1[CH:5]=[C:6]([C:14]([O:16][CH3:17])=[O:15])[C:7]2[C:12]([CH:13]=1)=[CH:11][CH:10]=[CH:9][CH:8]=2.I[CH3:19].[H-].[Na+].